This data is from Forward reaction prediction with 1.9M reactions from USPTO patents (1976-2016). The task is: Predict the product of the given reaction. Given the reactants [Cl:1][C:2]1[C:3]([C:27]([F:30])([F:29])[F:28])=[N:4][N:5]([CH2:8][C:9]([N:11]2[CH2:16][CH2:15][C:14]([C:20]3[CH:25]=[CH:24][C:23]([Cl:26])=[CH:22][CH:21]=3)([C:17]([OH:19])=O)[CH2:13][CH2:12]2)=[O:10])[C:6]=1[CH3:7].[NH:31]1[CH2:36][CH2:35][CH2:34][CH2:33][CH2:32]1.F[P-](F)(F)(F)(F)F.N1(O[P+](N(C)C)(N(C)C)N(C)C)C2C=CC=CC=2N=N1, predict the reaction product. The product is: [Cl:1][C:2]1[C:3]([C:27]([F:28])([F:29])[F:30])=[N:4][N:5]([CH2:8][C:9]([N:11]2[CH2:12][CH2:13][C:14]([C:20]3[CH:25]=[CH:24][C:23]([Cl:26])=[CH:22][CH:21]=3)([C:17]([N:31]3[CH2:36][CH2:35][CH2:34][CH2:33][CH2:32]3)=[O:19])[CH2:15][CH2:16]2)=[O:10])[C:6]=1[CH3:7].